From a dataset of hERG potassium channel inhibition data for cardiac toxicity prediction from Karim et al.. Regression/Classification. Given a drug SMILES string, predict its toxicity properties. Task type varies by dataset: regression for continuous values (e.g., LD50, hERG inhibition percentage) or binary classification for toxic/non-toxic outcomes (e.g., AMES mutagenicity, cardiotoxicity, hepatotoxicity). Dataset: herg_karim. (1) The drug is Clc1ccc(-n2ncc3c2CCCC3CCN2CCOCC2)cc1Cl. The result is 1 (blocker). (2) The compound is CC(=O)Nc1ccc(CCN2CCC(COc3nc4ccccc4c4cn(C)cc34)CC2)cc1. The result is 1 (blocker). (3) The compound is N#Cc1ccc(Cn2cncc2CNC2CCN(C(=O)c3ccc[nH]c3=S)C2)cc1. The result is 0 (non-blocker). (4) The drug is O=C(c1ccc(F)cc1)N1CCN(c2ccc(OCCCN3CCCC3)cc2)C(=O)C1.O=CO. The result is 1 (blocker). (5) The drug is O=C(CNc1ncnc2ccc(C(F)(F)F)cc12)NC1CN([C@H]2CC[C@@H](c3cccnc3)CC2)C1. The result is 0 (non-blocker). (6) The drug is CC(C)C[C@H](NC(=O)CNC(=O)c1cc(Cl)ccc1Cl)B1OC(=O)CC(CC(=O)O)(C(=O)O)O1. The result is 0 (non-blocker). (7) The compound is C[C@@H](CN(C)C)[C@](C)(O)Cc1ccc(Cl)cc1. The result is 1 (blocker). (8) The molecule is CCN(CC)CC=C1CCCc2c1cnn2-c1ccccc1. The result is 1 (blocker). (9) The molecule is COCCN1CCC[C@@H](Cn2c(-c3ccccc3C)nc3nc(-c4ccc(Cl)cc4)sc3c2=O)C1. The result is 1 (blocker). (10) The compound is O=C(Nc1ccc(-c2nnc(NCCCN3CCCOCC3)o2)cc1)c1ccccc1F. The result is 0 (non-blocker).